Dataset: Catalyst prediction with 721,799 reactions and 888 catalyst types from USPTO. Task: Predict which catalyst facilitates the given reaction. (1) Reactant: [C:1]([O:5][C:6](=[O:28])[NH:7][C:8]1[S:9][CH:10]=[CH:11][C:12]=1[S:13](=[O:27])(=[O:26])[N:14]([CH2:16][CH:17]([C:19]1[CH:24]=[CH:23][C:22]([F:25])=[CH:21][CH:20]=1)[OH:18])[CH3:15])([CH3:4])([CH3:3])[CH3:2].[Br:29]N1C(=O)CCC1=O.O. Product: [C:1]([O:5][C:6](=[O:28])[NH:7][C:8]1[S:9][C:10]([Br:29])=[CH:11][C:12]=1[S:13](=[O:27])(=[O:26])[N:14]([CH2:16][CH:17]([C:19]1[CH:20]=[CH:21][C:22]([F:25])=[CH:23][CH:24]=1)[OH:18])[CH3:15])([CH3:4])([CH3:2])[CH3:3]. The catalyst class is: 9. (2) Reactant: [CH:1]1([C:4]2[CH:5]=[N:6][N:7]([C:9]3[N:14]=[CH:13][C:12]([NH:15][CH:16]([C:20]4[CH:30]=[CH:29][C:23]([C:24]([O:26]CC)=[O:25])=[CH:22][CH:21]=4)[CH2:17][CH2:18][CH3:19])=[CH:11][CH:10]=3)[CH:8]=2)[CH2:3][CH2:2]1.O1CCCC1.[OH-].[Li+]. Product: [CH:1]1([C:4]2[CH:5]=[N:6][N:7]([C:9]3[N:14]=[CH:13][C:12]([NH:15][CH:16]([C:20]4[CH:30]=[CH:29][C:23]([C:24]([OH:26])=[O:25])=[CH:22][CH:21]=4)[CH2:17][CH2:18][CH3:19])=[CH:11][CH:10]=3)[CH:8]=2)[CH2:3][CH2:2]1. The catalyst class is: 5. (3) Reactant: [F:1][C:2]1[C:7]([F:8])=[C:6]([O:9][CH2:10][CH2:11][N:12]([CH2:14][CH2:15][O:16][CH3:17])[CH3:13])[CH:5]=[CH:4][C:3]=1/[CH:18]=[N:19]/[N:20]([CH3:29])[C:21]1([C:25]([O:27][CH3:28])=[O:26])[CH2:24][CH2:23][CH2:22]1.CS(O)(=O)=O.B.C(C1C=CC(C)=NC=1)C.[OH-].[Na+].P([O-])([O-])([O-])=O.[K+].[K+].[K+]. Product: [F:1][C:2]1[C:7]([F:8])=[C:6]([O:9][CH2:10][CH2:11][N:12]([CH2:14][CH2:15][O:16][CH3:17])[CH3:13])[CH:5]=[CH:4][C:3]=1[CH2:18][NH:19][N:20]([CH3:29])[C:21]1([C:25]([O:27][CH3:28])=[O:26])[CH2:22][CH2:23][CH2:24]1. The catalyst class is: 370. (4) Reactant: [BH4-].[CH3:2][O:3][CH2:4][CH2:5][O:6][C:7]1[CH:8]=[C:9]([C:13]2[NH:22][C:16]3=[N:17][CH:18]=[C:19]([NH2:21])[CH:20]=[C:15]3[CH:14]=2)[CH:10]=[CH:11][CH:12]=1.[CH:23](=O)[C:24]1[CH:29]=[CH:28][CH:27]=[CH:26][CH:25]=1. Product: [CH2:23]([NH:21][C:19]1[CH:20]=[C:15]2[CH:14]=[C:13]([C:9]3[CH:10]=[CH:11][CH:12]=[C:7]([O:6][CH2:5][CH2:4][O:3][CH3:2])[CH:8]=3)[NH:22][C:16]2=[N:17][CH:18]=1)[C:24]1[CH:29]=[CH:28][CH:27]=[CH:26][CH:25]=1. The catalyst class is: 5.